Predict the reaction yield, written as a fraction of the theoretical maximum amount of product (1.0 means a 100% yield; for example, 0.34 means a 34% yield). From a dataset of Reaction yield outcomes from USPTO patents with 853,638 reactions. (1) The reactants are [CH2:1]([N:8]1[CH2:12][CH2:11][CH:10]([C:13]2(O)[CH2:16][CH2:15][CH2:14]2)[C:9]1=[O:18])[C:2]1[CH:7]=[CH:6][CH:5]=[CH:4][CH:3]=1.C(N(CC)C(C)C)(C)C.CS(Cl)(=O)=O. The catalyst is C(Cl)Cl. The product is [CH2:1]([N:8]1[CH2:12][CH2:11][C:10](=[C:13]2[CH2:16][CH2:15][CH2:14]2)[C:9]1=[O:18])[C:2]1[CH:7]=[CH:6][CH:5]=[CH:4][CH:3]=1. The yield is 0.380. (2) The reactants are [CH:1]12[NH:12][CH:9]([CH2:10][CH2:11]1)[CH2:8][C:7]1[CH:6]=[CH:5][C:4]([NH:13][C:14]3[N:19]=[C:18]([NH:20][C@@H:21]4[CH2:26][CH2:25][CH2:24][CH2:23][C@H:22]4[NH:27][S:28]([CH3:31])(=[O:30])=[O:29])[C:17]([Cl:32])=[CH:16][N:15]=3)=[CH:3][C:2]2=1.[CH:33]1([CH:36]=O)[CH2:35][CH2:34]1. No catalyst specified. The product is [CH:33]([N:12]1[CH:9]2[CH2:10][CH2:11][CH:1]1[C:2]1[CH:3]=[C:4]([NH:13][C:14]3[N:19]=[C:18]([NH:20][C@@H:21]4[CH2:26][CH2:25][CH2:24][CH2:23][C@H:22]4[NH:27][S:28]([CH3:31])(=[O:30])=[O:29])[C:17]([Cl:32])=[CH:16][N:15]=3)[CH:5]=[CH:6][C:7]=1[CH2:8]2)([CH2:34][CH3:35])[CH3:36]. The yield is 0.690. (3) The reactants are O.O.[Sn](Cl)(Cl)(Cl)Cl.[F:8][CH:9]([F:24])[O:10][C:11]1[CH:16]=[CH:15][C:14]([N+:17]([O-])=O)=[CH:13][C:12]=1[O:20][CH:21]([CH3:23])[CH3:22].[OH-].[Na+]. The catalyst is Cl.C(OCC)(=O)C. The product is [F:8][CH:9]([F:24])[O:10][C:11]1[CH:16]=[CH:15][C:14]([NH2:17])=[CH:13][C:12]=1[O:20][CH:21]([CH3:22])[CH3:23]. The yield is 0.370. (4) The reactants are [C:1]([C:3]1[C:8]([CH3:9])=[CH:7][C:6]([N+:10]([O-:12])=[O:11])=[CH:5][N:4]=1)#[N:2].[CH3:13][Mg]Br.C(C1C(=O)C(Cl)=C(Cl)C(=O)C=1C#N)#N. The catalyst is C1COCC1. The product is [C:1]([C:3]1[C:8]([CH3:9])=[C:7]([CH3:13])[C:6]([N+:10]([O-:12])=[O:11])=[CH:5][N:4]=1)#[N:2]. The yield is 0.420. (5) The reactants are [O:1]=[C:2]1[CH2:11][CH2:10][C:9]2[C:4](=[CH:5][C:6]([C:12]([OH:14])=O)=[CH:7][CH:8]=2)[NH:3]1.C[CH2:16][N:17]=[C:18]=NCCCN(C)C.C1C=CC2N(O)N=NC=2C=1.CNC.C1COCC1.C(=O)([O-])O.[Na+]. The catalyst is CN(C=O)C. The product is [CH3:16][N:17]([CH3:18])[C:12]([C:6]1[CH:5]=[C:4]2[C:9]([CH2:10][CH2:11][C:2](=[O:1])[NH:3]2)=[CH:8][CH:7]=1)=[O:14]. The yield is 0.730. (6) The reactants are [F:1][C:2]1[CH:3]=[C:4]([C@H:8]2[CH2:12][CH2:11][CH2:10][N:9]2[C:13]2[CH:18]=[CH:17][N:16]3[N:19]=[CH:20][C:21]([C:22](O)=[O:23])=[C:15]3[N:14]=2)[CH:5]=[N:6][CH:7]=1.Cl.[C:26]([NH:31][NH2:32])(=[O:30])[CH:27]([CH3:29])[CH3:28].CCN(C(C)C)C(C)C.CN(C(ON1N=NC2C=CC=NC1=2)=[N+](C)C)C.F[P-](F)(F)(F)(F)F. The catalyst is CN(C=O)C. The product is [F:1][C:2]1[CH:3]=[C:4]([C@H:8]2[CH2:12][CH2:11][CH2:10][N:9]2[C:13]2[CH:18]=[CH:17][N:16]3[N:19]=[CH:20][C:21]([C:22]([NH:32][NH:31][C:26](=[O:30])[CH:27]([CH3:29])[CH3:28])=[O:23])=[C:15]3[N:14]=2)[CH:5]=[N:6][CH:7]=1. The yield is 0.860.